From a dataset of Reaction yield outcomes from USPTO patents with 853,638 reactions. Predict the reaction yield, written as a fraction of the theoretical maximum amount of product (1.0 means a 100% yield; for example, 0.34 means a 34% yield). (1) No catalyst specified. The product is [C:1](=[O:17])([O:15][CH3:16])[O:2][C:3]1[CH:8]=[C:7]([N+:23]([O-:25])=[O:24])[C:6]([Cl:9])=[CH:5][C:4]=1[CH:10]1[CH2:14][CH2:13][CH2:12][CH2:11]1. The yield is 0.870. The reactants are [C:1](=[O:17])([O:15][CH3:16])[O:2][C:3]1[CH:8]=[CH:7][C:6]([Cl:9])=[CH:5][C:4]=1[CH:10]1[CH2:14][CH2:13][CH2:12][CH2:11]1.OS(O)(=O)=O.[N+:23]([O-])([O-:25])=[O:24].[K+]. (2) The reactants are [N:1]([O-])=O.[Na+].[CH2:5]([N:10]1[C:18]2[N:17]=[CH:16][NH:15][C:14]=2[C:13](=[O:19])[NH:12]/[C:11]/1=[N:20]\[NH2:21])[CH2:6][CH2:7][CH2:8][CH3:9].C([O-])(O)=O.[Na+]. The yield is 0.607. The product is [CH2:5]([N:10]1[C:18]2[N:17]=[CH:16][NH:15][C:14]=2[C:13](=[O:19])[N:12]2[N:1]=[N:21][N:20]=[C:11]12)[CH2:6][CH2:7][CH2:8][CH3:9]. The catalyst is Cl.